This data is from Catalyst prediction with 721,799 reactions and 888 catalyst types from USPTO. The task is: Predict which catalyst facilitates the given reaction. Reactant: [Br:1][C:2]1[CH:3]=[C:4]([CH2:8][CH2:9][CH2:10][CH2:11][OH:12])[CH:5]=[CH:6][CH:7]=1.N1C=CN=C1.[Si:18](Cl)([C:31]([CH3:34])([CH3:33])[CH3:32])([C:25]1[CH:30]=[CH:29][CH:28]=[CH:27][CH:26]=1)[C:19]1[CH:24]=[CH:23][CH:22]=[CH:21][CH:20]=1. Product: [Br:1][C:2]1[CH:3]=[C:4]([CH2:8][CH2:9][CH2:10][CH2:11][O:12][Si:18]([C:31]([CH3:34])([CH3:33])[CH3:32])([C:25]2[CH:26]=[CH:27][CH:28]=[CH:29][CH:30]=2)[C:19]2[CH:24]=[CH:23][CH:22]=[CH:21][CH:20]=2)[CH:5]=[CH:6][CH:7]=1. The catalyst class is: 3.